From a dataset of Forward reaction prediction with 1.9M reactions from USPTO patents (1976-2016). Predict the product of the given reaction. (1) Given the reactants [CH3:1][O:2][C:3]1[CH:4]=[C:5]([CH2:9][CH2:10][NH2:11])[CH:6]=[CH:7][CH:8]=1.[CH:12]1([CH:15]=O)[CH2:14][CH2:13]1, predict the reaction product. The product is: [CH:12]1([CH2:15][NH:11][CH2:10][CH2:9][C:5]2[CH:6]=[CH:7][CH:8]=[C:3]([O:2][CH3:1])[CH:4]=2)[CH2:14][CH2:13]1. (2) The product is: [Si:1]([O:8][C:9]([CH3:31])([CH3:30])[CH2:10][N:11]1[C:19]2[C:14](=[CH:15][C:16]([O:20][C:21]3[CH:28]=[CH:27][C:26]([F:29])=[CH:25][C:22]=3[CH2:23][NH2:24])=[CH:17][CH:18]=2)[CH:13]=[N:12]1)([C:4]([CH3:7])([CH3:5])[CH3:6])([CH3:3])[CH3:2]. Given the reactants [Si:1]([O:8][C:9]([CH3:31])([CH3:30])[CH2:10][N:11]1[C:19]2[C:14](=[CH:15][C:16]([O:20][C:21]3[CH:28]=[CH:27][C:26]([F:29])=[CH:25][C:22]=3[C:23]#[N:24])=[CH:17][CH:18]=2)[CH:13]=[N:12]1)([C:4]([CH3:7])([CH3:6])[CH3:5])([CH3:3])[CH3:2].[H-].[H-].[H-].[H-].[Li+].[Al+3], predict the reaction product. (3) Given the reactants [C:1]([C:3]1[CH:8]=[CH:7][C:6]([CH:9]2[CH2:14][CH2:13][N:12]([C:15]([C:17]3[CH:18]=[CH:19][C:20]([CH3:33])=[C:21]([NH:23][S:24]([CH:27]4[CH2:32][CH2:31][NH:30][CH2:29][CH2:28]4)(=[O:26])=[O:25])[CH:22]=3)=[O:16])[CH2:11][CH2:10]2)=[CH:5][CH:4]=1)#[N:2].[CH3:34][S:35](Cl)(=[O:37])=[O:36], predict the reaction product. The product is: [C:1]([C:3]1[CH:4]=[CH:5][C:6]([CH:9]2[CH2:14][CH2:13][N:12]([C:15]([C:17]3[CH:18]=[CH:19][C:20]([CH3:33])=[C:21]([NH:23][S:24]([CH:27]4[CH2:28][CH2:29][N:30]([S:35]([CH3:34])(=[O:37])=[O:36])[CH2:31][CH2:32]4)(=[O:26])=[O:25])[CH:22]=3)=[O:16])[CH2:11][CH2:10]2)=[CH:7][CH:8]=1)#[N:2]. (4) The product is: [CH2:1]([N:8]1[C:12]([C:13]2[CH:18]=[CH:17][C:16]([F:19])=[CH:15][CH:14]=2)=[C:11]([C:30]2[CH:31]=[CH:32][C:33]3[O:38][CH2:37][C:36](=[O:39])[NH:35][C:34]=3[CH:40]=2)[C:10]([CH3:21])=[N:9]1)[C:2]1[CH:7]=[CH:6][CH:5]=[CH:4][CH:3]=1. Given the reactants [CH2:1]([N:8]1[C:12]([C:13]2[CH:18]=[CH:17][C:16]([F:19])=[CH:15][CH:14]=2)=[C:11](Br)[C:10]([CH3:21])=[N:9]1)[C:2]1[CH:7]=[CH:6][CH:5]=[CH:4][CH:3]=1.CC1(C)C(C)(C)OB([C:30]2[CH:31]=[CH:32][C:33]3[O:38][CH2:37][C:36](=[O:39])[NH:35][C:34]=3[CH:40]=2)O1.C(=O)([O-])[O-].[Cs+].[Cs+], predict the reaction product. (5) Given the reactants [NH2:1][C:2]1[N:7]=[CH:6][C:5]([C:8]2[CH:9]=[N:10][N:11](C(OC(C)(C)C)=O)[CH:12]=2)=[CH:4][CH:3]=1.Cl[C:21]1[CH:26]=[C:25]([C:27]2[CH:28]=[CH:29][C:30]([O:35][CH:36]3[CH2:41][CH2:40][O:39][CH2:38][CH2:37]3)=[C:31]([CH:34]=2)[C:32]#[N:33])[CH:24]=[CH:23][N:22]=1, predict the reaction product. The product is: [NH:11]1[CH:12]=[C:8]([C:5]2[CH:4]=[CH:3][C:2]([NH:1][C:23]3[CH:24]=[C:25]([C:27]4[CH:28]=[CH:29][C:30]([O:35][CH:36]5[CH2:41][CH2:40][O:39][CH2:38][CH2:37]5)=[C:31]([CH:34]=4)[C:32]#[N:33])[CH:26]=[CH:21][N:22]=3)=[N:7][CH:6]=2)[CH:9]=[N:10]1.